From a dataset of Experimentally validated miRNA-target interactions with 360,000+ pairs, plus equal number of negative samples. Binary Classification. Given a miRNA mature sequence and a target amino acid sequence, predict their likelihood of interaction. (1) The miRNA is mmu-miR-129-5p with sequence CUUUUUGCGGUCUGGGCUUGC. The protein sequence of the target gene is MESEQLFHRGYYRNSYNSITSASSDEELLDGAGAIMDFQTSEDDNLLDGDTAAGTHYTMTNGGSINSSTHLLDLLDEPIPGVGTYDDFHTIDWVREKCKDRERHRRINSKKKESAWEMTKSLYDAWSGWLVVTLTGLASGALAGLIDIAADWMTDLKEGICLSALWYNHEQCCWGSNETTFEERDKCPQWKTWAELIIGQAEGPGSYIMNYIMYIFWALSFAFLAVSLVKVFAPYACGSGIPEIKTILSGFIIRGYLGKWTLMIKTITLVLAVASGLSLGKEGPLVHVACCCGNIFSYLF.... Result: 1 (interaction). (2) The miRNA is hsa-miR-519d-5p with sequence CCUCCAAAGGGAAGCGCUUUCUGUU. The protein sequence of the target gene is MVGFGANRRAGRLPSFVLVVLLVVIVVLAFNYWSISSRHVLLQEEVAELQGQVQRTEVARGRLEKRNSDLLLLVDTHKKQIDQKEADYGRLSSRLQAKEGLGKRCEDDKVKLQNNISYQMADIHHLKEQLAELRQEFLRQEDQLQDYRKNNTYLVKRLEYESFQCGQQIKELRAQHEENIKKLADQFLQEQKETHKIQSNDGKELGRNDHGAPKNIPNVPENDANKNEDPSSNHLPHGKEQLKRVGDAGMPGVEENDLAKVDELPAALKKPPVLASQHESHQTISHLPTGQPLSPNMAPG.... Result: 0 (no interaction).